From a dataset of Reaction yield outcomes from USPTO patents with 853,638 reactions. Predict the reaction yield, written as a fraction of the theoretical maximum amount of product (1.0 means a 100% yield; for example, 0.34 means a 34% yield). (1) The reactants are [Cl:1][C:2]1[CH:23]=[C:22]([C:24]([F:27])([F:26])[F:25])[CH:21]=[CH:20][C:3]=1[CH2:4][N:5]1[C:9](/[CH:10]=[CH:11]/[C:12]([O:14][CH2:15][CH3:16])=[O:13])=[CH:8][C:7]([CH:17]([CH3:19])[CH3:18])=[N:6]1. The catalyst is [C].[Pd].O1CCCC1. The product is [Cl:1][C:2]1[CH:23]=[C:22]([C:24]([F:27])([F:25])[F:26])[CH:21]=[CH:20][C:3]=1[CH2:4][N:5]1[C:9]([CH2:10][CH2:11][C:12]([O:14][CH2:15][CH3:16])=[O:13])=[CH:8][C:7]([CH:17]([CH3:18])[CH3:19])=[N:6]1. The yield is 0.840. (2) The reactants are [S:1]1[CH:5]=[CH:4][CH:3]=[C:2]1[C:6]1[S:7][CH:8]=[CH:9][CH:10]=1.C([Li])CCC.[Cl:16][CH2:17][CH2:18][CH2:19][CH2:20][CH2:21][CH2:22]I. The catalyst is C1COCC1. The product is [Cl:16][CH2:17][CH2:18][CH2:19][CH2:20][CH2:21][CH2:22][C:5]1[S:1][C:2]([C:6]2[S:7][CH:8]=[CH:9][CH:10]=2)=[CH:3][CH:4]=1. The yield is 0.540. (3) The reactants are C[O-].[Na+].[C:4]([NH:7][CH2:8][CH:9]1[O:13][C:12](=[O:14])[N:11]([C:15]2[CH:20]=[CH:19][C:18]([C:21]3[S:22][CH:23]([C:28]4[CH:33]=[CH:32][C:31]([O:34]S(C)(=O)=O)=[CH:30][CH:29]=4)[C:24](=[O:27])[NH:25][N:26]=3)=[C:17]([F:39])[CH:16]=2)[CH2:10]1)(=[O:6])[CH3:5].C(O)(=O)C. The catalyst is CO. The product is [F:39][C:17]1[CH:16]=[C:15]([N:11]2[CH2:10][C@H:9]([CH2:8][NH:7][C:4](=[O:6])[CH3:5])[O:13][C:12]2=[O:14])[CH:20]=[CH:19][C:18]=1[C:21]1[S:22][CH:23]([C:28]2[CH:29]=[CH:30][C:31]([OH:34])=[CH:32][CH:33]=2)[C:24](=[O:27])[NH:25][N:26]=1. The yield is 0.920. (4) The reactants are [NH2:1][C:2]1[C:7]([C:8]([O:10][N:11]=[C:12]([NH2:16])[CH:13]([CH3:15])[CH3:14])=O)=[C:6]([Cl:17])[N:5]=[CH:4][N:3]=1.[N+](CCCC)(CCCC)(CCCC)CCCC.[F-]. The catalyst is CS(C)=O.CCOC(C)=O. The product is [Cl:17][C:6]1[N:5]=[CH:4][N:3]=[C:2]([NH2:1])[C:7]=1[C:8]1[O:10][N:11]=[C:12]([CH:13]([CH3:15])[CH3:14])[N:16]=1. The yield is 0.140. (5) The reactants are [NH2:1][CH2:2][C:3]1[CH:8]=[CH:7][N:6]=[CH:5][CH:4]=1.C([NH:12][C:13]1[CH:22]=[CH:21][C:16]([S:17](Cl)(=[O:19])=[O:18])=[CH:15][CH:14]=1)(=O)C.[N:23]1C=CC=CC=1. No catalyst specified. The product is [NH2:12][C:13]1[CH:22]=[CH:21][C:16]([S:17]([NH:23][C:5]2[CH:4]=[C:3]([CH2:2][NH2:1])[CH:8]=[CH:7][N:6]=2)(=[O:19])=[O:18])=[CH:15][CH:14]=1. The yield is 0.439. (6) The reactants are Br[C:2]1[CH:11]=[C:10]2[C:5]([C:6]([C:24]3[CH:29]=[CH:28][C:27]([CH3:30])=[C:26]([CH3:31])[CH:25]=3)=[C:7]([CH:14]([O:19][C:20]([CH3:23])([CH3:22])[CH3:21])[C:15]([O:17][CH3:18])=[O:16])[N:8]([CH3:13])[C:9]2=[O:12])=[CH:4][CH:3]=1.[CH3:32][N:33](C)C=O. The catalyst is O.[C-]#N.[C-]#N.[Zn+2].C1C=CC([P]([Pd]([P](C2C=CC=CC=2)(C2C=CC=CC=2)C2C=CC=CC=2)([P](C2C=CC=CC=2)(C2C=CC=CC=2)C2C=CC=CC=2)[P](C2C=CC=CC=2)(C2C=CC=CC=2)C2C=CC=CC=2)(C2C=CC=CC=2)C2C=CC=CC=2)=CC=1. The product is [C:32]([C:2]1[CH:11]=[C:10]2[C:5]([C:6]([C:24]3[CH:29]=[CH:28][C:27]([CH3:30])=[C:26]([CH3:31])[CH:25]=3)=[C:7]([CH:14]([O:19][C:20]([CH3:23])([CH3:21])[CH3:22])[C:15]([O:17][CH3:18])=[O:16])[N:8]([CH3:13])[C:9]2=[O:12])=[CH:4][CH:3]=1)#[N:33]. The yield is 0.820. (7) The reactants are [Cl:1][C:2]1[C:3]([F:22])=[C:4]([C@:8]([C@@H:16]2[CH2:21][CH2:20][CH2:19][NH:18][CH2:17]2)([OH:15])[CH2:9][CH2:10][CH2:11][CH2:12][O:13][CH3:14])[CH:5]=[CH:6][CH:7]=1.CCN(C(C)C)C(C)C.[N+](C1C=CC([O:39][C:40]([NH:42][C@@H:43]([CH2:61][CH:62]2[CH2:67][CH2:66][CH2:65][CH2:64][CH2:63]2)[C@@H:44]([O:56][Si](C)(C)C)[CH2:45][NH:46][C:47](=[O:55])[O:48][CH2:49][CH2:50][Si:51]([CH3:54])([CH3:53])[CH3:52])=O)=CC=1)([O-])=O. The catalyst is C(Cl)Cl. The product is [Cl:1][C:2]1[C:3]([F:22])=[C:4]([C@:8]([C@@H:16]2[CH2:21][CH2:20][CH2:19][N:18]([C:40]([NH:42][C@@H:43]([CH2:61][CH:62]3[CH2:63][CH2:64][CH2:65][CH2:66][CH2:67]3)[C@@H:44]([OH:56])[CH2:45][NH:46][C:47](=[O:55])[O:48][CH2:49][CH2:50][Si:51]([CH3:52])([CH3:54])[CH3:53])=[O:39])[CH2:17]2)([OH:15])[CH2:9][CH2:10][CH2:11][CH2:12][O:13][CH3:14])[CH:5]=[CH:6][CH:7]=1. The yield is 0.380.